From a dataset of Full USPTO retrosynthesis dataset with 1.9M reactions from patents (1976-2016). Predict the reactants needed to synthesize the given product. Given the product [CH2:1]([N:5]([CH2:20][CH2:21][CH2:22][CH3:23])[C:6]1[CH:11]=[CH:10][C:9]([CH:12]=[CH:13][CH:14]=[CH:15][CH:16]=[CH:31][C:30]2[C:29]([CH3:36])([C:32]([F:35])([F:33])[F:34])[O:28][C:27](=[C:37]([C:40]#[N:41])[C:38]#[N:39])[C:26]=2[C:24]#[N:25])=[C:8]([O:18][CH3:19])[CH:7]=1)[CH2:2][CH2:3][CH3:4], predict the reactants needed to synthesize it. The reactants are: [CH2:1]([N:5]([CH2:20][CH2:21][CH2:22][CH3:23])[C:6]1[CH:11]=[CH:10][C:9]([CH:12]=[CH:13][CH:14]=[CH:15][CH:16]=O)=[C:8]([O:18][CH3:19])[CH:7]=1)[CH2:2][CH2:3][CH3:4].[C:24]([C:26]1[C:27](=[C:37]([C:40]#[N:41])[C:38]#[N:39])[O:28][C:29]([CH3:36])([C:32]([F:35])([F:34])[F:33])[C:30]=1[CH3:31])#[N:25].